From a dataset of Catalyst prediction with 721,799 reactions and 888 catalyst types from USPTO. Predict which catalyst facilitates the given reaction. Reactant: [Cl:1][C:2]1[CH:3]=[C:4]([NH:11][C:12]2[CH:17]=[CH:16][C:15]([NH2:18])=[CH:14][CH:13]=2)[C:5]2[N:6]([CH:8]=[CH:9][N:10]=2)[N:7]=1.[C:19](O[C:19]([O:21][C:22]([CH3:25])([CH3:24])[CH3:23])=[O:20])([O:21][C:22]([CH3:25])([CH3:24])[CH3:23])=[O:20]. Product: [Cl:1][C:2]1[CH:3]=[C:4]([NH:11][C:12]2[CH:13]=[CH:14][C:15]([NH:18][C:19](=[O:20])[O:21][C:22]([CH3:25])([CH3:24])[CH3:23])=[CH:16][CH:17]=2)[C:5]2[N:6]([CH:8]=[CH:9][N:10]=2)[N:7]=1. The catalyst class is: 7.